Dataset: Catalyst prediction with 721,799 reactions and 888 catalyst types from USPTO. Task: Predict which catalyst facilitates the given reaction. (1) Reactant: [Cl:1][C:2]1[C:3]([C:9](=[O:22])[CH:10]([C:15]2[CH:20]=[CH:19][CH:18]=[CH:17][C:16]=2[F:21])C(OC)=O)=[N:4][CH:5]=[C:6]([Cl:8])[CH:7]=1.[Cl-].[Na+].CS(C)=O. Product: [Cl:1][C:2]1[C:3]([C:9](=[O:22])[CH2:10][C:15]2[CH:20]=[CH:19][CH:18]=[CH:17][C:16]=2[F:21])=[N:4][CH:5]=[C:6]([Cl:8])[CH:7]=1. The catalyst class is: 6. (2) Reactant: C(OC(=O)[NH:7][C:8]1[CH:13]=[C:12]([Cl:14])[C:11]([C:15]2[S:16][C:17]3[C:18](Cl)=[N:19][CH:20]=[C:21]([F:24])[C:22]=3[N:23]=2)=[C:10]([Cl:26])[CH:9]=1)(C)(C)C.[Cl:28]C1[C:34]2S[C:36](C3C(Cl)=CC(I)=CC=3Cl)=[N:37][C:33]=2[C:32](F)=[CH:31][N:30]=1.C(=O)(OC(C)(C)C)[NH2:49].CC1(C)C2C(=C(P(C3C=CC=CC=3)C3C=CC=CC=3)C=CC=2)OC2C(P(C3C=CC=CC=3)C3C=CC=CC=3)=CC=CC1=2.[O-]P([O-])([O-])=O.[K+].[K+].[K+].[OH2:106]. Product: [ClH:14].[ClH:28].[NH2:7][C:8]1[CH:9]=[C:10]([Cl:26])[C:11]([C:15]2[S:16][C:17]3[C:18]([NH:49][C:31]4[N:30]=[CH:36][N:37]=[C:33]([CH2:34][OH:106])[CH:32]=4)=[N:19][CH:20]=[C:21]([F:24])[C:22]=3[N:23]=2)=[C:12]([Cl:14])[CH:13]=1. The catalyst class is: 101. (3) Product: [CH3:35][Si:34]([CH3:37])([CH3:36])[CH2:38][CH2:39][O:40][CH2:41][N:1]1[C:10]2[C:9]3[CH:11]=[CH:12][CH:13]=[CH:14][C:8]=3[O:7][C:6]3[CH:15]=[CH:16][CH:17]=[CH:18][C:5]=3[C:4]=2[CH:3]=[C:2]1[CH:19]=[O:20]. Reactant: [NH:1]1[C:10]2[C:9]3[CH:11]=[CH:12][CH:13]=[CH:14][C:8]=3[O:7][C:6]3[CH:15]=[CH:16][CH:17]=[CH:18][C:5]=3[C:4]=2[CH:3]=[C:2]1[CH:19]=[O:20].[H-].[Na+].[H][H].C[Si](C(Cl)OCC)(C)C.[Si:34]([CH2:38][CH2:39][O:40][CH2:41]Cl)([CH3:37])([CH3:36])[CH3:35]. The catalyst class is: 132. (4) Product: [C:18]([OH:20])(=[O:22])[CH3:19].[C:8]1([C:3]2[CH:2]=[CH:7][CH:6]=[CH:5][CH:4]=2)[CH:13]=[CH:12][CH:11]=[CH:10][C:9]=1[CH2:14][C:15]([NH2:17])=[NH:16]. Reactant: Cl[C:2]1[CH:7]=[CH:6][CH:5]=[CH:4][C:3]=1[C:8]1[CH:13]=[CH:12][CH:11]=[CH:10][C:9]=1[CH2:14][C:15]([NH:17][C:18](=[O:20])[CH3:19])=[NH:16].C[OH:22]. The catalyst class is: 45. (5) Reactant: [CH:1]1([N:6]2[C:14]3[CH:13]=[CH:12][N:11]=[C:10]([O:15][CH3:16])[C:9]=3[C:8]([C:17]3[CH:18]=[C:19]([C:22]([O:24][CH3:25])=[O:23])[S:20][CH:21]=3)=[N:7]2)[CH2:5][CH2:4][CH2:3][CH2:2]1.C1C(=O)N([Br:33])C(=O)C1.S([O-])([O-])(=O)=S.[Na+].[Na+]. Product: [Br:33][C:13]1[C:14]2[N:6]([CH:1]3[CH2:2][CH2:3][CH2:4][CH2:5]3)[N:7]=[C:8]([C:17]3[CH:18]=[C:19]([C:22]([O:24][CH3:25])=[O:23])[S:20][CH:21]=3)[C:9]=2[C:10]([O:15][CH3:16])=[N:11][CH:12]=1. The catalyst class is: 3. (6) Reactant: [CH3:1][C:2]1[N:3]=[C:4]([NH:10][C:11]([C:13]2[CH:18]=[CH:17][N:16]=[CH:15][CH:14]=2)=[O:12])[S:5][C:6]=1[C:7]([OH:9])=O.CN1CCOCC1.ClC1N=C(OC)N=C(OC)N=1.[CH2:37]([NH2:44])[C:38]1[CH:43]=[CH:42][CH:41]=[CH:40][CH:39]=1. Product: [CH2:37]([NH:44][C:7]([C:6]1[S:5][C:4]([NH:10][C:11](=[O:12])[C:13]2[CH:18]=[CH:17][N:16]=[CH:15][CH:14]=2)=[N:3][C:2]=1[CH3:1])=[O:9])[C:38]1[CH:43]=[CH:42][CH:41]=[CH:40][CH:39]=1. The catalyst class is: 7. (7) Reactant: Br[C:2]1[CH:3]=[C:4]([CH3:9])[CH:5]=[C:6]([Br:8])[CH:7]=1.Cl. The catalyst class is: 7. Product: [CH2:4]([C:2]1[CH:7]=[C:6]([Br:8])[CH:5]=[C:4]([CH3:9])[CH:3]=1)[CH2:3][CH2:2][CH2:7][CH2:6][CH3:5]. (8) Reactant: [Cl:1][C:2]1[C:3]([NH:29][C:30](=[O:38])[CH2:31][CH:32]2[CH2:37][CH2:36][CH2:35][CH2:34][CH2:33]2)=[C:4]2[C:9](=[CH:10][CH:11]=1)[N:8]=[C:7]([N:12]1[CH2:17][CH2:16][CH2:15][C@H:14]([NH:18][CH2:19][CH2:20][O:21][Si](C(C)(C)C)(C)C)[CH2:13]1)[CH:6]=[CH:5]2.Cl. Product: [Cl:1][C:2]1[C:3]([NH:29][C:30](=[O:38])[CH2:31][CH:32]2[CH2:37][CH2:36][CH2:35][CH2:34][CH2:33]2)=[C:4]2[C:9](=[CH:10][CH:11]=1)[N:8]=[C:7]([N:12]1[CH2:17][CH2:16][CH2:15][C@H:14]([NH:18][CH2:19][CH2:20][OH:21])[CH2:13]1)[CH:6]=[CH:5]2. The catalyst class is: 12.